Dataset: Catalyst prediction with 721,799 reactions and 888 catalyst types from USPTO. Task: Predict which catalyst facilitates the given reaction. (1) Reactant: C(OC(=O)[N:7]([CH2:31][C:32]1[CH:41]=[CH:40][C:35]2[O:36][CH2:37][CH2:38][O:39][C:34]=2[CH:33]=1)[CH:8]1[CH2:13][CH2:12][N:11]([CH2:14][CH2:15][N:16]2[C:25]3[C:20](=[C:21]([C:26]([O:28][CH3:29])=[O:27])[CH:22]=[CH:23][CH:24]=3)[CH:19]=[CH:18][C:17]2=[O:30])[CH2:10][CH2:9]1)(C)(C)C.[ClH:43].C(OCC)(=O)C. Product: [ClH:43].[O:36]1[C:35]2[CH:40]=[CH:41][C:32]([CH2:31][NH:7][CH:8]3[CH2:13][CH2:12][N:11]([CH2:14][CH2:15][N:16]4[C:25]5[CH:24]=[CH:23][CH:22]=[C:21]([C:26]([O:28][CH3:29])=[O:27])[C:20]=5[CH:19]=[CH:18][C:17]4=[O:30])[CH2:10][CH2:9]3)=[CH:33][C:34]=2[O:39][CH2:38][CH2:37]1. The catalyst class is: 13. (2) Reactant: [Cl:1][C:2]1[S:6][C:5]([C:7]([OH:9])=O)=[CH:4][CH:3]=1.[CH2:10]([NH2:13])[C:11]#[CH:12]. Product: [Cl:1][C:2]1[S:6][C:5]([C:7]([NH:13][CH2:10][C:11]#[CH:12])=[O:9])=[CH:4][CH:3]=1. The catalyst class is: 59. (3) The catalyst class is: 6. Product: [C:5]([NH:8][C:9]([CH2:19][C:20]1[CH:25]=[CH:24][C:23]([CH2:26][CH3:27])=[C:22]([CH2:28][CH3:29])[CH:21]=1)([C:15]([O:17][CH2:2][CH3:3])=[O:16])[C:10]([O:12][CH2:13][CH3:14])=[O:11])(=[O:7])[CH3:6]. Reactant: [Na].[CH3:2][CH2:3]O.[C:5]([NH:8][CH:9]([C:15]([O-:17])=[O:16])[C:10]([O:12][CH2:13][CH3:14])=[O:11])(=[O:7])[CH3:6].Br[CH2:19][C:20]1[CH:25]=[CH:24][C:23]([CH2:26][CH3:27])=[C:22]([CH2:28][CH3:29])[CH:21]=1. (4) Reactant: [H-].[Na+].[NH2:3][C:4]1[C:9]([OH:10])=[CH:8][C:7]([Br:11])=[CH:6][N:5]=1.Br[C:13]([CH3:20])([CH3:19])[C:14](OCC)=[O:15].O. Product: [Br:11][C:7]1[CH:6]=[N:5][C:4]2[NH:3][C:14](=[O:15])[C:13]([CH3:20])([CH3:19])[O:10][C:9]=2[CH:8]=1. The catalyst class is: 9. (5) Reactant: [NH2:1][C:2]([C@@H:4]1[CH2:8][C@@H:7]([OH:9])[CH2:6][N:5]1[C:10]([O:12][C:13]([CH3:16])([CH3:15])[CH3:14])=[O:11])=O.FC(F)(F)C(OC(=O)C(F)(F)F)=O.O.C(OCC)(=O)C. Product: [C:13]([O:12][C:10]([N:5]1[CH2:6][C@H:7]([OH:9])[CH2:8][C@H:4]1[C:2]#[N:1])=[O:11])([CH3:16])([CH3:14])[CH3:15]. The catalyst class is: 17. (6) Reactant: [Cl:1][C:2]1[CH:3]=[C:4]([CH:8]=[CH:9][CH:10]=1)[C:5]([OH:7])=O.O.ON1C2C=CC=CC=2N=N1.Cl.CN(C)CCCN=C=NCC.[NH2:34][CH2:35][CH2:36][NH:37][C:38]1[N:46]=[C:45]([Cl:47])[N:44]=[C:43]2[C:39]=1[N:40]=[CH:41][N:42]2[CH:48]1[CH2:52][CH2:51][CH2:50][CH2:49]1. Product: [Cl:1][C:2]1[CH:3]=[C:4]([CH:8]=[CH:9][CH:10]=1)[C:5]([NH:34][CH2:35][CH2:36][NH:37][C:38]1[N:46]=[C:45]([Cl:47])[N:44]=[C:43]2[C:39]=1[N:40]=[CH:41][N:42]2[CH:48]1[CH2:52][CH2:51][CH2:50][CH2:49]1)=[O:7]. The catalyst class is: 46.